Dataset: Catalyst prediction with 721,799 reactions and 888 catalyst types from USPTO. Task: Predict which catalyst facilitates the given reaction. (1) Reactant: [C:1]([N:4]1[C:13]2[C:8](=[CH:9][C:10]([C:14]3[CH:24]=[CH:23][C:17]([C:18]([O:20][CH2:21][CH3:22])=[O:19])=[CH:16][CH:15]=3)=[CH:11][CH:12]=2)[C@H:7]([NH:25]C(OC(C)C)=O)[CH2:6][C@@H:5]1[CH3:32])(=[O:3])[CH3:2].[Cl-].[Al+3].[Cl-].[Cl-].C(N(CC)CC)C.C(Cl)Cl. Product: [C:1]([N:4]1[C:13]2[C:8](=[CH:9][C:10]([C:14]3[CH:24]=[CH:23][C:17]([C:18]([O:20][CH2:21][CH3:22])=[O:19])=[CH:16][CH:15]=3)=[CH:11][CH:12]=2)[C@H:7]([NH2:25])[CH2:6][C@@H:5]1[CH3:32])(=[O:3])[CH3:2]. The catalyst class is: 5. (2) Reactant: O.[OH-].[Li+].O.[F:5][C:6]1[CH:15]=[CH:14][C:13]([O:16][CH2:17][CH2:18][CH3:19])=[C:12]2[C:7]=1[C:8](=[O:37])[C:9]([C:29]1[CH:34]=[CH:33][C:32]([O:35][CH3:36])=[CH:31][CH:30]=1)=[CH:10][N:11]2[CH2:20][CH2:21][S:22][CH2:23][CH2:24][C:25]([O:27]C)=[O:26]. Product: [F:5][C:6]1[CH:15]=[CH:14][C:13]([O:16][CH2:17][CH2:18][CH3:19])=[C:12]2[C:7]=1[C:8](=[O:37])[C:9]([C:29]1[CH:30]=[CH:31][C:32]([O:35][CH3:36])=[CH:33][CH:34]=1)=[CH:10][N:11]2[CH2:20][CH2:21][S:22][CH2:23][CH2:24][C:25]([OH:27])=[O:26]. The catalyst class is: 10. (3) Reactant: [OH:1][C:2]1[CH:7]=[C:6]([CH:8]([CH3:10])[CH3:9])[N:5]([C:11]2[CH:16]=[CH:15][CH:14]=[CH:13][CH:12]=2)[C:4](=[O:17])[CH:3]=1.[F:18][C:19]([F:32])([F:31])[S:20](O[S:20]([C:19]([F:32])([F:31])[F:18])(=[O:22])=[O:21])(=[O:22])=[O:21].O. Product: [F:18][C:19]([F:32])([F:31])[S:20]([O:1][C:2]1[CH:7]=[C:6]([CH:8]([CH3:10])[CH3:9])[N:5]([C:11]2[CH:16]=[CH:15][CH:14]=[CH:13][CH:12]=2)[C:4](=[O:17])[CH:3]=1)(=[O:22])=[O:21]. The catalyst class is: 2. (4) Reactant: [OH:1][C:2]1[CH:7]=[CH:6][C:5]([C:8]2[CH:13]=[CH:12][CH:11]=[C:10]([CH:14]=[O:15])[CH:9]=2)=[C:4]([CH3:16])[CH:3]=1.[BH4-].[Na+]. Product: [OH:15][CH2:14][C:10]1[CH:9]=[C:8]([C:5]2[CH:6]=[CH:7][C:2]([OH:1])=[CH:3][C:4]=2[CH3:16])[CH:13]=[CH:12][CH:11]=1. The catalyst class is: 5. (5) Reactant: Br[C:2]1[C:3]([O:18][CH3:19])=[C:4]([Br:17])[C:5]2[S:9][C:8]([NH:10][C:11]([NH:13][CH2:14][CH3:15])=[O:12])=[N:7][C:6]=2[CH:16]=1.[CH3:20][C:21]1([C:42]([O:44][CH2:45][CH3:46])=[O:43])[CH2:26][CH2:25][N:24]([C:27]2[N:32]=[CH:31][C:30](B3OC(C)(C)C(C)(C)O3)=[CH:29][N:28]=2)[CH2:23][CH2:22]1.C(Cl)Cl.C(=O)([O-])[O-].[Cs+].[Cs+]. Product: [Br:17][C:4]1[C:5]2[S:9][C:8]([NH:10][C:11](=[O:12])[NH:13][CH2:14][CH3:15])=[N:7][C:6]=2[CH:16]=[C:2]([C:30]2[CH:29]=[N:28][C:27]([N:24]3[CH2:25][CH2:26][C:21]([CH3:20])([C:42]([O:44][CH2:45][CH3:46])=[O:43])[CH2:22][CH2:23]3)=[N:32][CH:31]=2)[C:3]=1[O:18][CH3:19]. The catalyst class is: 117. (6) Reactant: [Br:1][C:2]1[CH:7]=[C:6]([CH3:8])[CH:5]=[CH:4][C:3]=1[NH:9][C:10]1[N:14]([CH2:15][CH2:16][CH2:17][C:18](OCC)=[O:19])[C:13]2[C:23]([CH:28]([CH2:31][CH3:32])[CH2:29][CH3:30])=[CH:24][CH:25]=[C:26]([Cl:27])[C:12]=2[N:11]=1.[BH4-].[Li+]. Product: [Br:1][C:2]1[CH:7]=[C:6]([CH3:8])[CH:5]=[CH:4][C:3]=1[NH:9][C:10]1[N:14]([CH2:15][CH2:16][CH2:17][CH2:18][OH:19])[C:13]2[C:23]([CH:28]([CH2:31][CH3:32])[CH2:29][CH3:30])=[CH:24][CH:25]=[C:26]([Cl:27])[C:12]=2[N:11]=1. The catalyst class is: 7.